From a dataset of Catalyst prediction with 721,799 reactions and 888 catalyst types from USPTO. Predict which catalyst facilitates the given reaction. Reactant: [NH:1]1[CH:5]=[CH:4][N:3]=[CH:2]1.[H-].[Na+].Cl[CH2:9][CH2:10][CH2:11][O:12][CH3:13]. Product: [CH3:13][O:12][CH2:11][CH2:10][CH2:9][N:1]1[CH:5]=[CH:4][N:3]=[CH:2]1. The catalyst class is: 9.